Task: Predict the reaction yield, written as a fraction of the theoretical maximum amount of product (1.0 means a 100% yield; for example, 0.34 means a 34% yield).. Dataset: Reaction yield outcomes from USPTO patents with 853,638 reactions (1) The reactants are [CH3:1][N:2]([CH3:35])[CH2:3][CH2:4][O:5][C:6]1[CH:11]=[CH:10][C:9]([NH:12][C:13](=[O:34])/[C:14](/[C:24]2[CH:29]=[CH:28][CH:27]=[C:26]([O:30]COC)[CH:25]=2)=[C:15](/[C:18]2[CH:23]=[CH:22][CH:21]=[CH:20][CH:19]=2)\[CH2:16][CH3:17])=[CH:8][CH:7]=1.Cl.C([O-])(O)=O.[Na+]. The catalyst is CO.O1CCOCC1.O. The product is [CH3:35][N:2]([CH3:1])[CH2:3][CH2:4][O:5][C:6]1[CH:11]=[CH:10][C:9]([NH:12][C:13](=[O:34])/[C:14](/[C:24]2[CH:29]=[CH:28][CH:27]=[C:26]([OH:30])[CH:25]=2)=[C:15](/[C:18]2[CH:19]=[CH:20][CH:21]=[CH:22][CH:23]=2)\[CH2:16][CH3:17])=[CH:8][CH:7]=1. The yield is 0.730. (2) The reactants are [N:1]1[CH:6]=[CH:5][CH:4]=[N:3][C:2]=1[C:7]([O:9]C)=O.O.[NH2:12][NH2:13]. The catalyst is CCO. The product is [N:3]1[CH:4]=[CH:5][CH:6]=[N:1][C:2]=1[C:7]([NH:12][NH2:13])=[O:9]. The yield is 0.720.